From a dataset of Forward reaction prediction with 1.9M reactions from USPTO patents (1976-2016). Predict the product of the given reaction. (1) Given the reactants [CH3:1][O:2][C:3](=[O:28])[C@H:4]([CH2:24][CH2:25][S:26][CH3:27])[NH:5][C:6](=[O:23])[C:7]1[CH:12]=[CH:11][C:10]([CH2:13][N:14]=[N+]=[N-])=[CH:9][C:8]=1[C:17]1[CH:22]=[CH:21][CH:20]=[CH:19][CH:18]=1.[C:29]1(P(C2C=CC=CC=2)C2C=CC=CC=2)C=CC=CC=1.O, predict the reaction product. The product is: [NH3:5].[C:3]([O:2][CH2:1][CH3:29])(=[O:28])[CH3:4].[CH3:1][O:2][C:3](=[O:28])[C@H:4]([CH2:24][CH2:25][S:26][CH3:27])[NH:5][C:6](=[O:23])[C:7]1[CH:12]=[CH:11][C:10]([CH2:13][NH2:14])=[CH:9][C:8]=1[C:17]1[CH:22]=[CH:21][CH:20]=[CH:19][CH:18]=1. (2) Given the reactants [CH2:1]1[C:6]2[C:7]3[CH:13]=[CH:12][C:11]([N:14]4[CH:19]=[CH:18][C:17]([C:20]5[CH:21]=[N:22][C:23]([C:26]([F:29])([F:28])[F:27])=[CH:24][CH:25]=5)=[CH:16][C:15]4=[O:30])=[CH:10][C:8]=3[O:9][C:5]=2[CH2:4][CH2:3][NH:2]1.[ClH:31].CCOCC, predict the reaction product. The product is: [ClH:31].[CH2:1]1[C:6]2[C:7]3[CH:13]=[CH:12][C:11]([N:14]4[CH:19]=[CH:18][C:17]([C:20]5[CH:21]=[N:22][C:23]([C:26]([F:29])([F:27])[F:28])=[CH:24][CH:25]=5)=[CH:16][C:15]4=[O:30])=[CH:10][C:8]=3[O:9][C:5]=2[CH2:4][CH2:3][NH:2]1. (3) Given the reactants Cl[C:2]1[N:7]=[C:6]([C:8]2[S:12][C:11]([NH:13][CH2:14][CH3:15])=[N:10][C:9]=2[C:16]2[CH:21]=[C:20]([O:22][CH3:23])[CH:19]=[C:18]([CH3:24])[CH:17]=2)[CH:5]=[CH:4][N:3]=1.[CH2:25]1[C:29]2[CH:30]=[CH:31][C:32]([NH2:34])=[CH:33][C:28]=2[CH2:27][S:26]1(=[O:36])=[O:35].Cl.O1CCOCC1, predict the reaction product. The product is: [O:35]=[S:26]1(=[O:36])[CH2:25][C:29]2[CH:30]=[CH:31][C:32]([NH:34][C:2]3[N:7]=[C:6]([C:8]4[S:12][C:11]([NH:13][CH2:14][CH3:15])=[N:10][C:9]=4[C:16]4[CH:21]=[C:20]([O:22][CH3:23])[CH:19]=[C:18]([CH3:24])[CH:17]=4)[CH:5]=[CH:4][N:3]=3)=[CH:33][C:28]=2[CH2:27]1. (4) Given the reactants [CH3:1][O:2][C:3]1[CH:24]=[CH:23][C:6]([CH2:7][N:8]2[C:17](=[O:18])[C:16]3[C:11](=[CH:12][CH:13]=[C:14]([C:19](O)=[O:20])[CH:15]=3)[NH:10][C:9]2=[O:22])=[CH:5][CH:4]=1.[CH3:25][O:26][C:27]1[CH:34]=[CH:33][C:30]([CH2:31][NH2:32])=[CH:29][CH:28]=1, predict the reaction product. The product is: [CH3:25][O:26][C:27]1[CH:34]=[CH:33][C:30]([CH2:31][NH:32][C:19]([C:14]2[CH:15]=[C:16]3[C:11](=[CH:12][CH:13]=2)[NH:10][C:9](=[O:22])[N:8]([CH2:7][C:6]2[CH:5]=[CH:4][C:3]([O:2][CH3:1])=[CH:24][CH:23]=2)[C:17]3=[O:18])=[O:20])=[CH:29][CH:28]=1.